This data is from Forward reaction prediction with 1.9M reactions from USPTO patents (1976-2016). The task is: Predict the product of the given reaction. (1) Given the reactants Br[C:2]1[N:6]2[CH:7]=[CH:8][N:9]=[CH:10][C:5]2=[N:4][CH:3]=1.C(=O)([O-])[O-].[Na+].[Na+].[C:17]1(B(O)O)[CH:22]=[CH:21][CH:20]=[CH:19][CH:18]=1, predict the reaction product. The product is: [C:17]1([C:2]2[N:6]3[CH:7]=[CH:8][N:9]=[CH:10][C:5]3=[N:4][CH:3]=2)[CH:22]=[CH:21][CH:20]=[CH:19][CH:18]=1. (2) Given the reactants [CH:1]1([CH2:4][CH2:5][N:6]([CH:31]2[CH2:36][CH2:35][O:34][CH2:33][CH2:32]2)[C:7]2[C:8]([O:29][CH3:30])=[N:9][N:10]3[C:14]([C:15]4[C:20]([O:21][CH3:22])=[CH:19][C:18]([CH2:23][O:24][CH2:25][CH3:26])=[CH:17][C:16]=4[O:27][CH3:28])=[CH:13][S:12][C:11]=23)[CH2:3][CH2:2]1.[CH3:37][S:38]([OH:41])(=[O:40])=[O:39], predict the reaction product. The product is: [CH3:37][S:38]([OH:41])(=[O:40])=[O:39].[CH:1]1([CH2:4][CH2:5][N:6]([CH:31]2[CH2:32][CH2:33][O:34][CH2:35][CH2:36]2)[C:7]2[C:8]([O:29][CH3:30])=[N:9][N:10]3[C:14]([C:15]4[C:20]([O:21][CH3:22])=[CH:19][C:18]([CH2:23][O:24][CH2:25][CH3:26])=[CH:17][C:16]=4[O:27][CH3:28])=[CH:13][S:12][C:11]=23)[CH2:3][CH2:2]1. (3) The product is: [C:4]([C:5]1[CH:6]=[C:7]([C:15]([OH:17])=[O:16])[CH:8]=[C:9]([CH:14]=1)[C:10]([OH:12])=[O:11])#[CH:3]. Given the reactants OC(C)(C)[CH2:3][CH:4]=[C:5]1[CH:14]=[C:9]([C:10]([O:12]C)=[O:11])[CH:8]=[C:7]([C:15]([O:17]C)=[O:16])[CH2:6]1.O=C1O[C@H]([C@H](CO)O)C(O)=C1O.[OH-].[Na+], predict the reaction product. (4) Given the reactants [O:1]=[C:2]1[C:10]2[C:5](=[CH:6][CH:7]=[CH:8][CH:9]=2)[C:4](=[O:11])[N:3]1[C@@H:12]([CH2:25][C:26]1[CH:31]=[CH:30][CH:29]=[CH:28][CH:27]=1)[C:13]([NH:15][CH2:16][C:17](=O)[C:18]1[CH:23]=[CH:22][CH:21]=[CH:20][CH:19]=1)=[O:14].P(Cl)(Cl)(Cl)=O, predict the reaction product. The product is: [C:26]1([CH2:25][C@H:12]([N:3]2[C:2](=[O:1])[C:10]3[C:5](=[CH:6][CH:7]=[CH:8][CH:9]=3)[C:4]2=[O:11])[C:13]2[O:14][C:17]([C:18]3[CH:23]=[CH:22][CH:21]=[CH:20][CH:19]=3)=[CH:16][N:15]=2)[CH:27]=[CH:28][CH:29]=[CH:30][CH:31]=1.